From a dataset of Forward reaction prediction with 1.9M reactions from USPTO patents (1976-2016). Predict the product of the given reaction. (1) Given the reactants [Cl:1][C:2]1[CH:3]=[C:4]([CH:8]=[CH:9][CH:10]=1)[C:5]([NH2:7])=[O:6].[Cl:11][C:12]([Cl:16])([CH3:15])[CH:13]=O.[NH:17]1[C:21]2[CH:22]=[CH:23][CH:24]=[CH:25][C:20]=2[N:19]=[N:18]1.C1(C)C=CC(S(O)(=O)=O)=CC=1, predict the reaction product. The product is: [N:17]1([CH:13]([NH:7][C:5](=[O:6])[C:4]2[CH:8]=[CH:9][CH:10]=[C:2]([Cl:1])[CH:3]=2)[C:12]([Cl:16])([Cl:11])[CH3:15])[C:21]2[CH:22]=[CH:23][CH:24]=[CH:25][C:20]=2[N:19]=[N:18]1. (2) Given the reactants N[C:2]1[CH:7]=[C:6]([C:8]([O:10][CH3:11])=[O:9])[CH:5]=[CH:4][C:3]=1[N:12]1[CH2:17][CH2:16][N:15]([C:18]([O:20][C:21]([CH3:24])([CH3:23])[CH3:22])=[O:19])[CH2:14][CH2:13]1.O.C1(C)C=CC(S(O)(=O)=O)=CC=1.N([O-])=O.[Na+].[I-:41].[K+], predict the reaction product. The product is: [I:41][C:2]1[CH:7]=[C:6]([C:8]([O:10][CH3:11])=[O:9])[CH:5]=[CH:4][C:3]=1[N:12]1[CH2:17][CH2:16][N:15]([C:18]([O:20][C:21]([CH3:24])([CH3:23])[CH3:22])=[O:19])[CH2:14][CH2:13]1. (3) Given the reactants [Cl:1][C:2]1[CH:3]=[C:4]([CH:8]=[CH:9][C:10]=1[OH:11])[C:5]([OH:7])=O.S(Cl)(Cl)=O.O[NH:17][C:18]([C:20]1[CH:28]=[CH:27][C:26]2[NH:25][C:24]3[CH:29]([CH2:32][C:33]([O:35][CH2:36][CH3:37])=[O:34])[CH2:30][CH2:31][C:23]=3[C:22]=2[CH:21]=1)=[NH:19], predict the reaction product. The product is: [Cl:1][C:2]1[CH:3]=[C:4]([C:5]2[O:7][N:19]=[C:18]([C:20]3[CH:28]=[CH:27][C:26]4[NH:25][C:24]5[CH:29]([CH2:32][C:33]([O:35][CH2:36][CH3:37])=[O:34])[CH2:30][CH2:31][C:23]=5[C:22]=4[CH:21]=3)[N:17]=2)[CH:8]=[CH:9][C:10]=1[OH:11]. (4) Given the reactants [O:1]1[C:5]2[CH:6]=[CH:7][C:8]([CH2:10][C:11]([OH:13])=O)=[CH:9][C:4]=2[O:3][CH2:2]1.C1N=CN(C(N2C=NC=C2)=O)C=1.Cl.[CH3:27][NH:28][O:29][CH3:30], predict the reaction product. The product is: [O:1]1[C:5]2[CH:6]=[CH:7][C:8]([CH2:10][C:11]([N:28]([O:29][CH3:30])[CH3:27])=[O:13])=[CH:9][C:4]=2[O:3][CH2:2]1. (5) Given the reactants C([Sn](CCCC)(CCCC)[C:6]1[CH:11]=[CH:10][N:9]=[CH:8][CH:7]=1)CCC.[CH2:20]([O:22][C:23](=[O:47])[C@H:24]([CH2:32][C:33]1[CH:38]=[CH:37][CH:36]=[C:35]([O:39][C:40]2[CH:45]=[CH:44][CH:43]=[C:42](Br)[CH:41]=2)[CH:34]=1)[NH:25][C:26](=[O:31])[C:27]([F:30])([F:29])[F:28])[CH3:21].C(OCC)(=O)C, predict the reaction product. The product is: [CH2:20]([O:22][C:23](=[O:47])[C@H:24]([CH2:32][C:33]1[CH:38]=[CH:37][CH:36]=[C:35]([O:39][C:40]2[CH:41]=[CH:42][CH:43]=[C:44]([C:6]3[CH:7]=[CH:8][N:9]=[CH:10][CH:11]=3)[CH:45]=2)[CH:34]=1)[NH:25][C:26](=[O:31])[C:27]([F:29])([F:30])[F:28])[CH3:21]. (6) The product is: [Br:21][C:19]1[CH:20]=[C:16]([C:2]2[N:6]3[CH:7]=[CH:8][C:9]([C:11]([F:14])([F:13])[F:12])=[N:10][C:5]3=[N:4][CH:3]=2)[S:17][CH:18]=1. Given the reactants Br[C:2]1[N:6]2[CH:7]=[CH:8][C:9]([C:11]([F:14])([F:13])[F:12])=[N:10][C:5]2=[N:4][CH:3]=1.Br[C:16]1[S:17][CH:18]=[C:19]([Br:21])[CH:20]=1, predict the reaction product. (7) The product is: [Br:1][C:2]1[C:10]2[C:5](=[C:6]([F:21])[N:7]=[CH:8][CH:9]=2)[S:4][CH:3]=1. Given the reactants [Br:1][C:2]1[C:10]2[C:5](=[C:6](N)[N:7]=[CH:8][CH:9]=2)[S:4][CH:3]=1.N([O-])=O.[Na+].C(=O)(O)[O-].[Na+].[FH:21].N1C=CC=CC=1, predict the reaction product.